Dataset: NCI-60 drug combinations with 297,098 pairs across 59 cell lines. Task: Regression. Given two drug SMILES strings and cell line genomic features, predict the synergy score measuring deviation from expected non-interaction effect. (1) Drug 1: CC12CCC(CC1=CCC3C2CCC4(C3CC=C4C5=CN=CC=C5)C)O. Drug 2: C1=CN(C=N1)CC(O)(P(=O)(O)O)P(=O)(O)O. Cell line: NCI/ADR-RES. Synergy scores: CSS=8.20, Synergy_ZIP=-3.42, Synergy_Bliss=-2.11, Synergy_Loewe=-3.67, Synergy_HSA=-2.33. (2) Drug 1: C1CN(CCN1C(=O)CCBr)C(=O)CCBr. Drug 2: C1CN(P(=O)(OC1)NCCCl)CCCl. Synergy scores: CSS=16.9, Synergy_ZIP=0.397, Synergy_Bliss=8.11, Synergy_Loewe=-4.00, Synergy_HSA=2.90. Cell line: HCT-15.